The task is: Predict the reaction yield, written as a fraction of the theoretical maximum amount of product (1.0 means a 100% yield; for example, 0.34 means a 34% yield).. This data is from Reaction yield outcomes from USPTO patents with 853,638 reactions. (1) The reactants are [CH2:1]([O:3][C:4](=[O:22])[CH2:5][NH:6][CH2:7][CH2:8][NH:9][S:10]([C:13]1[S:14][C:15]2[CH:21]=[CH:20][CH:19]=[CH:18][C:16]=2[N:17]=1)(=[O:12])=[O:11])[CH3:2].[CH:23]([O:36][C:37]([NH:39][C:40]1[NH:41][C:42](=[O:53])[C:43]2[N:44]=[CH:45][N:46]([CH2:49][C:50](O)=[O:51])[C:47]=2[N:48]=1)=[O:38])([C:30]1[CH:35]=[CH:34][CH:33]=[CH:32][CH:31]=1)[C:24]1[CH:29]=[CH:28][CH:27]=[CH:26][CH:25]=1. No catalyst specified. The product is [CH2:1]([O:3][C:4](=[O:22])[CH2:5][N:6]([CH2:7][CH2:8][NH:9][S:10]([C:13]1[S:14][C:15]2[CH:21]=[CH:20][CH:19]=[CH:18][C:16]=2[N:17]=1)(=[O:12])=[O:11])[C:50](=[O:51])[CH2:49][N:46]1[CH:45]=[N:44][C:43]2[C:42](=[O:53])[NH:41][C:40]([NH:39][C:37]([O:36][CH:23]([C:30]3[CH:35]=[CH:34][CH:33]=[CH:32][CH:31]=3)[C:24]3[CH:29]=[CH:28][CH:27]=[CH:26][CH:25]=3)=[O:38])=[N:48][C:47]1=2)[CH3:2]. The yield is 0.700. (2) The reactants are [C:1]1([CH2:7][CH2:8][CH2:9][CH:10]=[O:11])[CH:6]=[CH:5][CH:4]=[CH:3][CH:2]=1.[CH:12]([Mg]Br)=[CH2:13]. The catalyst is C1COCC1. The product is [C:1]1([CH2:7][CH2:8][CH2:9][CH:10]([OH:11])[CH:12]=[CH2:13])[CH:6]=[CH:5][CH:4]=[CH:3][CH:2]=1. The yield is 0.460. (3) The reactants are [Cl:1][C:2]1[N:3]=[CH:4][N:5]([CH2:29][O:30][CH2:31][CH2:32][Si:33]([CH3:36])([CH3:35])[CH3:34])[C:6]=1[C:7]([NH:9][CH2:10][C:11]1[CH:16]=[CH:15][C:14]([Cl:17])=[C:13]([O:18][C:19]2[CH:24]=[C:23]([CH:25]=C)[CH:22]=[C:21]([Cl:27])[CH:20]=2)[C:12]=1[F:28])=[O:8].I([O-])(=O)(=O)=[O:38].[Na+]. The catalyst is O1CCOCC1.O.CCOC(C)=O.[Os](=O)(=O)(=O)=O. The product is [Cl:1][C:2]1[N:3]=[CH:4][N:5]([CH2:29][O:30][CH2:31][CH2:32][Si:33]([CH3:36])([CH3:35])[CH3:34])[C:6]=1[C:7]([NH:9][CH2:10][C:11]1[CH:16]=[CH:15][C:14]([Cl:17])=[C:13]([O:18][C:19]2[CH:24]=[C:23]([CH:25]=[O:38])[CH:22]=[C:21]([Cl:27])[CH:20]=2)[C:12]=1[F:28])=[O:8]. The yield is 0.780. (4) The reactants are [CH3:1][N:2]1[C:7](=[O:8])[C:6]2=[CH:9][N:10]([CH2:12][C:13]3[CH:18]=[CH:17][C:16]([C:19]4[CH:24]=[CH:23][CH:22]=[C:21]([F:25])[N:20]=4)=[CH:15][CH:14]=3)[CH:11]=[C:5]2[N:4]2[C@H:26]3[CH2:31][CH2:30][CH2:29][C@H:27]3[N:28]=[C:3]12.[Cl:32]N1C(=O)CCC1=O. The catalyst is C(Cl)(Cl)(Cl)Cl.CN(C=O)C. The product is [Cl:32][C:11]1[N:10]([CH2:12][C:13]2[CH:18]=[CH:17][C:16]([C:19]3[CH:24]=[CH:23][CH:22]=[C:21]([F:25])[N:20]=3)=[CH:15][CH:14]=2)[CH:9]=[C:6]2[C:5]=1[N:4]1[C@H:26]3[CH2:31][CH2:30][CH2:29][C@H:27]3[N:28]=[C:3]1[N:2]([CH3:1])[C:7]2=[O:8]. The yield is 0.450. (5) The reactants are [Br:1][C:2]1[C:8]([F:9])=[CH:7][CH:6]=[CH:5][C:3]=1[NH2:4].[C:10](Cl)(=[O:14])[CH2:11][CH2:12][CH3:13].N1C=CC=CC=1.O. The catalyst is C(Cl)Cl. The product is [Br:1][C:2]1[C:8]([F:9])=[CH:7][CH:6]=[CH:5][C:3]=1[NH:4][C:10](=[O:14])[CH2:11][CH2:12][CH3:13]. The yield is 0.730.